This data is from Reaction yield outcomes from USPTO patents with 853,638 reactions. The task is: Predict the reaction yield, written as a fraction of the theoretical maximum amount of product (1.0 means a 100% yield; for example, 0.34 means a 34% yield). The reactants are Br[C:2]1[CH:6]=[CH:5][O:4][CH:3]=1.[CH:7]([C:9]1[CH:14]=[CH:13][C:12](B(O)O)=[CH:11][CH:10]=1)=[O:8].C(#N)C.C(=O)([O-])[O-].[Na+].[Na+]. The catalyst is Cl[Pd](Cl)([P](C1C=CC=CC=1)(C1C=CC=CC=1)C1C=CC=CC=1)[P](C1C=CC=CC=1)(C1C=CC=CC=1)C1C=CC=CC=1.C(OCC)(=O)C. The product is [O:4]1[CH:5]=[CH:6][C:2]([C:12]2[CH:13]=[CH:14][C:9]([CH:7]=[O:8])=[CH:10][CH:11]=2)=[CH:3]1. The yield is 0.600.